The task is: Regression. Given two drug SMILES strings and cell line genomic features, predict the synergy score measuring deviation from expected non-interaction effect.. This data is from NCI-60 drug combinations with 297,098 pairs across 59 cell lines. (1) Drug 1: CC1=C(C=C(C=C1)C(=O)NC2=CC(=CC(=C2)C(F)(F)F)N3C=C(N=C3)C)NC4=NC=CC(=N4)C5=CN=CC=C5. Drug 2: COC1=NC(=NC2=C1N=CN2C3C(C(C(O3)CO)O)O)N. Cell line: SNB-75. Synergy scores: CSS=-5.97, Synergy_ZIP=6.15, Synergy_Bliss=3.18, Synergy_Loewe=-8.83, Synergy_HSA=-8.63. (2) Drug 1: C1=CC(=C2C(=C1NCCNCCO)C(=O)C3=C(C=CC(=C3C2=O)O)O)NCCNCCO. Drug 2: C1CN1P(=S)(N2CC2)N3CC3. Cell line: BT-549. Synergy scores: CSS=35.5, Synergy_ZIP=-3.28, Synergy_Bliss=-2.32, Synergy_Loewe=-11.4, Synergy_HSA=0.400. (3) Synergy scores: CSS=29.1, Synergy_ZIP=4.49, Synergy_Bliss=0.814, Synergy_Loewe=-6.38, Synergy_HSA=-3.36. Drug 1: CC12CCC(CC1=CCC3C2CCC4(C3CC=C4C5=CN=CC=C5)C)O. Drug 2: CNC(=O)C1=CC=CC=C1SC2=CC3=C(C=C2)C(=NN3)C=CC4=CC=CC=N4. Cell line: RPMI-8226. (4) Drug 1: CCC(=C(C1=CC=CC=C1)C2=CC=C(C=C2)OCCN(C)C)C3=CC=CC=C3.C(C(=O)O)C(CC(=O)O)(C(=O)O)O. Drug 2: C1CN(CCN1C(=O)CCBr)C(=O)CCBr. Cell line: NCI-H460. Synergy scores: CSS=21.0, Synergy_ZIP=-1.20, Synergy_Bliss=1.34, Synergy_Loewe=-6.52, Synergy_HSA=2.01.